Dataset: NCI-60 drug combinations with 297,098 pairs across 59 cell lines. Task: Regression. Given two drug SMILES strings and cell line genomic features, predict the synergy score measuring deviation from expected non-interaction effect. Drug 1: C1=CN(C(=O)N=C1N)C2C(C(C(O2)CO)O)O.Cl. Drug 2: C1=NC(=NC(=O)N1C2C(C(C(O2)CO)O)O)N. Cell line: HCC-2998. Synergy scores: CSS=53.3, Synergy_ZIP=1.11, Synergy_Bliss=0.223, Synergy_Loewe=-8.62, Synergy_HSA=6.03.